Dataset: Peptide-MHC class II binding affinity with 134,281 pairs from IEDB. Task: Regression. Given a peptide amino acid sequence and an MHC pseudo amino acid sequence, predict their binding affinity value. This is MHC class II binding data. (1) The peptide sequence is NPKNFQTMPGTFQTT. The MHC is DRB1_0901 with pseudo-sequence DRB1_0901. The binding affinity (normalized) is 0.445. (2) The peptide sequence is APGDSPNTDGIHIGD. The MHC is DRB1_1001 with pseudo-sequence DRB1_1001. The binding affinity (normalized) is 0. (3) The MHC is H-2-IAs with pseudo-sequence H-2-IAs. The binding affinity (normalized) is 0. The peptide sequence is IAAFVGAAATLVSLVTFMIA. (4) The peptide sequence is YVDRFYKTLRAEQASQEV. The MHC is DRB3_0202 with pseudo-sequence DRB3_0202. The binding affinity (normalized) is 0.653. (5) The peptide sequence is EKKYFAATQFYPLAA. The MHC is HLA-DQA10401-DQB10402 with pseudo-sequence HLA-DQA10401-DQB10402. The binding affinity (normalized) is 0.224.